This data is from Cav3 T-type calcium channel HTS with 100,875 compounds. The task is: Binary Classification. Given a drug SMILES string, predict its activity (active/inactive) in a high-throughput screening assay against a specified biological target. (1) The molecule is O=C1N(C2CCCCC2)C(=O)c2c1cc(NC(=O)CC)cc2. The result is 0 (inactive). (2) The compound is Clc1ccc(N2CN(CN(n3cnnc3)C2=O)Cc2ccc(OC)cc2)cc1. The result is 0 (inactive). (3) The result is 0 (inactive). The molecule is Brc1ccc(/C=C\C(=O)NC2CCCCCC2)cc1. (4) The result is 0 (inactive). The compound is s1c(C(=O)N2CCOCC2)c(n(CC=C)c1=S)N.